Dataset: Forward reaction prediction with 1.9M reactions from USPTO patents (1976-2016). Task: Predict the product of the given reaction. (1) The product is: [Cl:26][CH2:27][C:28]([NH:19][CH2:1][CH2:2][CH2:3][CH2:4][CH2:5][CH2:6][CH2:7][CH2:8]/[CH:9]=[CH:10]\[CH2:11][CH2:12][CH2:13][CH2:14][CH2:15][CH2:16][CH2:17][CH3:18])=[O:29]. Given the reactants [CH2:1]([NH2:19])[CH2:2][CH2:3][CH2:4][CH2:5][CH2:6][CH2:7][CH2:8]/[CH:9]=[CH:10]\[CH2:11][CH2:12][CH2:13][CH2:14][CH2:15][CH2:16][CH2:17][CH3:18].C([O-])([O-])=O.[Na+].[Na+].[Cl:26][CH2:27][C:28](Cl)=[O:29], predict the reaction product. (2) Given the reactants [CH3:1][O:2][C:3](=[O:33])[C@H:4]([CH2:27][CH2:28][C:29]([O:31][CH3:32])=[O:30])[NH:5][C:6](=[O:26])[C:7]1[CH:12]=[CH:11][C:10]([CH2:13][CH2:14][C:15]2[C:23]3[C:22](=[O:24])[N:21]=[C:20]([NH2:25])[NH:19][C:18]=3[NH:17][CH:16]=2)=[CH:9][CH:8]=1.[C:34]1([CH3:44])[CH:39]=[CH:38][C:37]([S:40]([OH:43])(=[O:42])=[O:41])=[CH:36][CH:35]=1, predict the reaction product. The product is: [C:34]1([CH3:44])[CH:35]=[CH:36][C:37]([S:40]([OH:43])(=[O:41])=[O:42])=[CH:38][CH:39]=1.[CH3:1][O:2][C:3](=[O:33])[C@H:4]([CH2:27][CH2:28][C:29]([O:31][CH3:32])=[O:30])[NH:5][C:6](=[O:26])[C:7]1[CH:12]=[CH:11][C:10]([CH2:13][CH2:14][C:15]2[C:23]3[C:22](=[O:24])[N:21]=[C:20]([NH2:25])[NH:19][C:18]=3[NH:17][CH:16]=2)=[CH:9][CH:8]=1. (3) Given the reactants [CH2:1]([O:3][C:4](=[O:27])[CH2:5][C:6]1[CH:11]=[CH:10][C:9]([Cl:12])=[C:8]([O:13][C:14]2[CH:19]=[CH:18][C:17]([NH2:20])=[CH:16][C:15]=2[CH2:21][S:22][C:23]([CH3:26])([CH3:25])[CH3:24])[CH:7]=1)[CH3:2].[C:28](Cl)(=[O:32])[CH:29]([CH3:31])[CH3:30], predict the reaction product. The product is: [CH2:1]([O:3][C:4](=[O:27])[CH2:5][C:6]1[CH:11]=[CH:10][C:9]([Cl:12])=[C:8]([O:13][C:14]2[CH:19]=[CH:18][C:17]([NH:20][C:28](=[O:32])[CH:29]([CH3:31])[CH3:30])=[CH:16][C:15]=2[CH2:21][S:22][C:23]([CH3:26])([CH3:25])[CH3:24])[CH:7]=1)[CH3:2].